This data is from Forward reaction prediction with 1.9M reactions from USPTO patents (1976-2016). The task is: Predict the product of the given reaction. (1) The product is: [CH3:1][O:2][C:3]([CH:4]1[C:5]([CH3:18])=[C:6]([C:7]2[CH:12]=[CH:11][CH:10]=[CH:9][C:8]=2[C:13]([F:16])([F:15])[F:14])[NH:20][CH2:19]1)=[O:21]. Given the reactants [CH3:1][O:2][C:3](=[O:21])[CH:4]([C:19]#[N:20])[CH:5]([CH3:18])[C:6](=O)[C:7]1[CH:12]=[CH:11][CH:10]=[CH:9][C:8]=1[C:13]([F:16])([F:15])[F:14], predict the reaction product. (2) Given the reactants [CH:1]1([CH2:4][N:5]([C:13]2[C:14]([S:23][CH3:24])=[N:15][N:16]3[C:21](I)=[CH:20][CH:19]=[CH:18][C:17]=23)[CH2:6][CH:7]2[CH2:12][CH2:11][O:10][CH2:9][CH2:8]2)[CH2:3][CH2:2]1.[CH3:25][O:26][C:27]1[CH:32]=[C:31]([CH2:33][O:34][CH3:35])[CH:30]=[C:29]([O:36][CH3:37])[C:28]=1OB(O)O.O.O.O.O.O.O.O.O.[OH-].[Ba+2].[OH-].C(OCC)(=O)C, predict the reaction product. The product is: [CH:1]1([CH2:4][N:5]([C:13]2[C:14]([S:23][CH3:24])=[N:15][N:16]3[C:21]([C:28]4[C:29]([O:36][CH3:37])=[CH:30][C:31]([CH2:33][O:34][CH3:35])=[CH:32][C:27]=4[O:26][CH3:25])=[CH:20][CH:19]=[CH:18][C:17]=23)[CH2:6][CH:7]2[CH2:12][CH2:11][O:10][CH2:9][CH2:8]2)[CH2:3][CH2:2]1. (3) Given the reactants [NH:1]1[C:9]2[C:4](=[CH:5][CH:6]=[CH:7][CH:8]=2)[CH:3]=[C:2]1[C:10]1[O:14][CH:13]=[N:12][CH:11]=1.[C:15]([O:19][C:20](O[C:20]([O:19][C:15]([CH3:18])([CH3:17])[CH3:16])=[O:21])=[O:21])([CH3:18])([CH3:17])[CH3:16].C(N(CC)CC)C, predict the reaction product. The product is: [O:14]1[C:10]([C:2]2[N:1]([C:20]([O:19][C:15]([CH3:18])([CH3:17])[CH3:16])=[O:21])[C:9]3[C:4]([CH:3]=2)=[CH:5][CH:6]=[CH:7][CH:8]=3)=[CH:11][N:12]=[CH:13]1. (4) Given the reactants Br[C:2]1[C:3](=[O:10])[N:4]([CH3:9])[N:5]=[C:6]([Cl:8])[CH:7]=1.CCN(C(C)C)C(C)C.[CH3:20][C@@H:21]1[CH2:26][O:25][CH2:24][CH2:23][NH:22]1, predict the reaction product. The product is: [Cl:8][C:6]1[CH:7]=[C:2]([N:22]2[CH2:23][CH2:24][O:25][CH2:26][C@H:21]2[CH3:20])[C:3](=[O:10])[N:4]([CH3:9])[N:5]=1. (5) Given the reactants Br[C:2]1[CH:10]=[C:9]2[C:5]([C:6]([CH3:11])=[N:7][NH:8]2)=[CH:4][CH:3]=1.[B:12]1([B:12]2[O:16][C:15]([CH3:18])([CH3:17])[C:14]([CH3:20])([CH3:19])[O:13]2)[O:16][C:15]([CH3:18])([CH3:17])[C:14]([CH3:20])([CH3:19])[O:13]1.C([O-])(=O)C.[K+].C(Cl)Cl, predict the reaction product. The product is: [CH3:11][C:6]1[C:5]2[C:9](=[CH:10][C:2]([B:12]3[O:16][C:15]([CH3:18])([CH3:17])[C:14]([CH3:20])([CH3:19])[O:13]3)=[CH:3][CH:4]=2)[NH:8][N:7]=1.